From a dataset of Catalyst prediction with 721,799 reactions and 888 catalyst types from USPTO. Predict which catalyst facilitates the given reaction. (1) Reactant: C([O:3][C:4](/[CH:6]=[C:7](/[CH:9]1[CH2:14][CH2:13][N:12]([C:15]([O:17][C:18]([CH3:21])([CH3:20])[CH3:19])=[O:16])[CH2:11][CH2:10]1)\[CH3:8])=[O:5])C.[OH-].[Na+]. Product: [C:4](/[CH:6]=[C:7](/[CH:9]1[CH2:10][CH2:11][N:12]([C:15]([O:17][C:18]([CH3:21])([CH3:20])[CH3:19])=[O:16])[CH2:13][CH2:14]1)\[CH3:8])([OH:5])=[O:3]. The catalyst class is: 24. (2) Reactant: [Cl:1][C:2]1[CH:7]=[CH:6][C:5]([C@H:8]([NH:11][CH2:12][C:13]([CH3:18])([CH3:17])[C:14](O)=[O:15])[CH2:9][CH3:10])=[C:4]([F:19])[C:3]=1[C:20]([C:22]1[CH:23]=[N:24][CH:25]=[CH:26][CH:27]=1)=[O:21].[Cl-].[NH4+].CC[N:32](C(C)C)C(C)C.CN(C(ON1N=NC2C=CC=NC1=2)=[N+](C)C)C.F[P-](F)(F)(F)(F)F. Product: [Cl:1][C:2]1[CH:7]=[CH:6][C:5]([C@H:8]([NH:11][CH2:12][C:13]([CH3:17])([CH3:18])[C:14]([NH2:32])=[O:15])[CH2:9][CH3:10])=[C:4]([F:19])[C:3]=1[C:20]([C:22]1[CH:23]=[N:24][CH:25]=[CH:26][CH:27]=1)=[O:21]. The catalyst class is: 3. (3) Reactant: I[C:2]1[CH:7]=[CH:6][C:5]([O:8][CH3:9])=[CH:4][CH:3]=1.[C:10]1(B(O)O)[CH:15]=[CH:14][CH:13]=[CH:12][CH:11]=1.[OH-].[Na+]. Product: [CH3:9][O:8][C:5]1[CH:6]=[CH:7][C:2]([C:10]2[CH:15]=[CH:14][CH:13]=[CH:12][CH:11]=2)=[CH:3][CH:4]=1. The catalyst class is: 57. (4) Reactant: S(S([O-])=O)([O-])=O.[Na+].[Na+].[Br:9][C:10]1[CH:11]=[C:12]([O:17][C:18]2[C:23]([F:24])=[C:22]([CH3:25])[CH:21]=[CH:20][C:19]=2[N+:26]([O-])=O)[CH:13]=[C:14]([Cl:16])[CH:15]=1. Product: [Br:9][C:10]1[CH:11]=[C:12]([O:17][C:18]2[C:23]([F:24])=[C:22]([CH3:25])[CH:21]=[CH:20][C:19]=2[NH2:26])[CH:13]=[C:14]([Cl:16])[CH:15]=1. The catalyst class is: 90. (5) Reactant: F[C:2]1[CH:9]=[C:8]([C:10]2[CH:15]=[C:14]([N:16]3[CH2:21][CH2:20][O:19][CH2:18][C@H:17]3[CH:22]([CH3:24])[CH3:23])[N:13]=[C:12]([NH:25][CH3:26])[N:11]=2)[CH:7]=[C:6]([O:27][CH3:28])[C:3]=1[C:4]#[N:5].O.[NH2:30][NH2:31]. Product: [CH3:26][NH:25][C:12]1[N:11]=[C:10]([C:8]2[CH:9]=[C:2]3[C:3]([C:4]([NH2:5])=[N:30][NH:31]3)=[C:6]([O:27][CH3:28])[CH:7]=2)[CH:15]=[C:14]([N:16]2[CH2:21][CH2:20][O:19][CH2:18][C@H:17]2[CH:22]([CH3:23])[CH3:24])[N:13]=1. The catalyst class is: 8. (6) Reactant: [O:1]=[C:2]1[CH:7]([C:8]([O:10][CH2:11][CH3:12])=[O:9])[CH2:6][CH2:5][CH2:4][NH:3]1.C(O)C.CC[O-].[Na+].[Cl:20][C:21]1[CH:28]=[CH:27][CH:26]=[C:25]([Cl:29])[C:22]=1[CH2:23]Br. Product: [Cl:20][C:21]1[CH:28]=[CH:27][CH:26]=[C:25]([Cl:29])[C:22]=1[CH2:23][C:7]1([C:8]([O:10][CH2:11][CH3:12])=[O:9])[CH2:6][CH2:5][CH2:4][NH:3][C:2]1=[O:1]. The catalyst class is: 6. (7) Reactant: C(=O)([O-])[O-].[Na+].[Na+].[C:7](Cl)(=[O:10])[O:8][CH3:9].C1COCC1.[NH2:17][C:18]1[C:23](=[O:24])[NH:22][CH:21]([NH:25][C:26]2[CH:31]=[CH:30][C:29]([O:32][C:33]3[CH:38]=[CH:37][CH:36]=[C:35]([C:39]#[N:40])[N:34]=3)=[CH:28][CH:27]=2)[N:20]([CH2:41][C:42]2[CH:47]=[CH:46][C:45]([Cl:48])=[CH:44][CH:43]=2)[CH:19]=1. Product: [Cl:48][C:45]1[CH:44]=[CH:43][C:42]([CH2:41][N:20]2[CH:19]=[C:18]([NH:17][C:7]([O:8][CH3:9])=[O:10])[C:23](=[O:24])[NH:22][CH:21]2[NH:25][C:26]2[CH:27]=[CH:28][C:29]([O:32][C:33]3[CH:38]=[CH:37][CH:36]=[C:35]([C:39]#[N:40])[N:34]=3)=[CH:30][CH:31]=2)=[CH:47][CH:46]=1. The catalyst class is: 6. (8) Product: [ClH:40].[Cl:40][C:39]1[CH:38]=[CH:37][C:36]([NH:41][C:42](=[O:43])[N:20]([C@H:17]2[CH2:16][C@H:15]3[C@:11]([C:5]4[CH:6]=[CH:7][C:8]([O:9][CH3:10])=[C:3]([O:2][CH3:1])[CH:4]=4)([CH2:12][CH2:13][N:14]3[CH3:21])[CH2:19][CH2:18]2)[CH:23]([CH3:25])[CH3:22])=[CH:35][C:34]=1[C:33]([F:44])([F:32])[F:45].[ClH:40]. Reactant: [CH3:1][O:2][C:3]1[CH:4]=[C:5]([C@@:11]23[CH2:19][CH2:18][C@@H:17]([NH2:20])[CH2:16][C@@H:15]2[N:14]([CH3:21])[CH2:13][CH2:12]3)[CH:6]=[CH:7][C:8]=1[O:9][CH3:10].[CH3:22][C:23]([CH3:25])=O.C(O[BH3-])(=O)C.[Na+].[F:32][C:33]([F:45])([F:44])[C:34]1[CH:35]=[C:36]([N:41]=[C:42]=[O:43])[CH:37]=[CH:38][C:39]=1[Cl:40]. The catalyst class is: 4. (9) Product: [Cl:14][C:9]1[C:8]([C:6]2[CH:5]=[CH:4][N:3]=[C:2]([NH:34][CH2:33][CH2:32][CH2:31][N:28]3[CH2:29][CH2:30][O:25][CH2:26][CH2:27]3)[N:7]=2)=[CH:13][CH:12]=[CH:11][N:10]=1. The catalyst class is: 25. Reactant: Cl[C:2]1[N:7]=[C:6]([C:8]2[C:9]([Cl:14])=[N:10][CH:11]=[CH:12][CH:13]=2)[CH:5]=[CH:4][N:3]=1.C(=O)([O-])[O-].[K+].[K+].CS(C)=O.[O:25]1[CH2:30][CH2:29][N:28]([CH2:31][CH2:32][CH2:33][NH2:34])[CH2:27][CH2:26]1.